From a dataset of Forward reaction prediction with 1.9M reactions from USPTO patents (1976-2016). Predict the product of the given reaction. (1) Given the reactants [CH3:1][C:2]1[S:3][C:4]([C:8]([OH:10])=O)=[C:5]([CH3:7])[N:6]=1.C1(P(C2C=CC=CC=2)C2C=CC=CC=2)C=CC=CC=1.ClN1C(=O)CCC1=O.[CH:38]1([CH2:41][N:42]2[C:50]3[N:49]=[C:48]([CH2:51][C:52]4[CH:57]=[CH:56][C:55]([NH:58][CH3:59])=[CH:54][CH:53]=4)[NH:47][C:46]=3[C:45](=[O:60])[N:44]([CH2:61][C:62]3[CH:67]=[CH:66][CH:65]=[CH:64][C:63]=3[F:68])[C:43]2=[O:69])[CH2:40][CH2:39]1, predict the reaction product. The product is: [CH:38]1([CH2:41][N:42]2[C:50]3[N:49]=[C:48]([CH2:51][C:52]4[CH:53]=[CH:54][C:55]([N:58]([CH3:59])[C:8]([C:4]5[S:3][C:2]([CH3:1])=[N:6][C:5]=5[CH3:7])=[O:10])=[CH:56][CH:57]=4)[NH:47][C:46]=3[C:45](=[O:60])[N:44]([CH2:61][C:62]3[CH:67]=[CH:66][CH:65]=[CH:64][C:63]=3[F:68])[C:43]2=[O:69])[CH2:40][CH2:39]1. (2) The product is: [CH3:1][O:2][C:3](=[O:36])[C@H:4]([CH2:34][OH:35])[NH:5][O:16][Si:17]([C:30]([CH3:33])([CH3:31])[CH3:32])([C:18]1[CH:23]=[CH:22][CH:21]=[CH:20][CH:19]=1)[C:24]1[CH:29]=[CH:28][CH:27]=[CH:26][CH:25]=1. Given the reactants [CH3:1][O:2][C:3](=[O:36])[C@H:4]([CH2:34][OH:35])[N:5]([O:16][Si:17]([C:30]([CH3:33])([CH3:32])[CH3:31])([C:24]1[CH:29]=[CH:28][CH:27]=[CH:26][CH:25]=1)[C:18]1[CH:23]=[CH:22][CH:21]=[CH:20][CH:19]=1)C(OCC1C=CC=CC=1)=O, predict the reaction product. (3) Given the reactants [CH3:1][C:2]([CH3:7])([CH3:6])[CH2:3][CH2:4][OH:5].[C:8](OC=C)(=O)[CH3:9].C(=O)([O-])[O-].[Na+].[Na+], predict the reaction product. The product is: [CH3:1][C:2]([CH3:7])([CH3:6])[CH2:3][CH2:4][O:5][CH:8]=[CH2:9]. (4) The product is: [Br:10][C:7]1[CH:8]=[C:9]2[C:12]([F:19])([F:18])[C:13](=[O:14])[NH:3][C:4]2=[N:5][CH:6]=1. Given the reactants OO.[NH2:3][C:4]1[CH:9]=[CH:8][C:7]([Br:10])=[CH:6][N:5]=1.Br[C:12]([F:19])([F:18])[C:13](OCC)=[O:14].S(=O)(=O)(O)O, predict the reaction product.